This data is from Forward reaction prediction with 1.9M reactions from USPTO patents (1976-2016). The task is: Predict the product of the given reaction. (1) Given the reactants [Cl:1][C:2]1[CH:7]=[CH:6][C:5](I)=[CH:4][C:3]=1[Cl:9].[NH:10]1[C:18]2[C:13](=[C:14]([CH2:19][N:20]3[CH2:25][CH2:24][CH:23]([C:26]4[CH:27]=[C:28]([NH:32][C:33](=[O:37])[CH:34]([CH3:36])[CH3:35])[CH:29]=[CH:30][CH:31]=4)[CH2:22][CH2:21]3)[CH:15]=[CH:16][CH:17]=2)[CH:12]=[CH:11]1, predict the reaction product. The product is: [Cl:9][C:3]1[CH:4]=[C:5]([N:10]2[C:18]3[C:13](=[C:14]([CH2:19][N:20]4[CH2:25][CH2:24][CH:23]([C:26]5[CH:27]=[C:28]([NH:32][C:33](=[O:37])[CH:34]([CH3:35])[CH3:36])[CH:29]=[CH:30][CH:31]=5)[CH2:22][CH2:21]4)[CH:15]=[CH:16][CH:17]=3)[CH:12]=[CH:11]2)[CH:6]=[CH:7][C:2]=1[Cl:1]. (2) The product is: [Cl:51][C:4]1[CH:5]=[CH:6][C:1]([N:7]2[C:12](=[O:13])[C:11]3[S:14][CH:15]=[C:16]([C:17]4[CH:18]=[CH:19][CH:20]=[CH:21][C:22]=4[O:39][CH3:40])[C:10]=3[N:9]=[CH:8]2)=[CH:2][CH:3]=1. Given the reactants [C:1]1([N:7]2[C:12](=[O:13])[C:11]3[S:14][CH:15]=[C:16]([C:17]4[CH:22]=[CH:21][CH:20]=[CH:19][CH:18]=4)[C:10]=3[N:9]=[CH:8]2)[CH:6]=[CH:5][CH:4]=[CH:3][CH:2]=1.NC1C(C2C=CC=CC=2OC)=CSC=1C([O:39][CH3:40])=O.C(OCC)(OCC)OCC.[Cl:51]C1C=CC(N)=CC=1, predict the reaction product.